This data is from Full USPTO retrosynthesis dataset with 1.9M reactions from patents (1976-2016). The task is: Predict the reactants needed to synthesize the given product. (1) Given the product [N:51]([C@@H:23]1[CH2:24][C:25]2[C:30](=[CH:29][CH:28]=[CH:27][CH:26]=2)[C@H:22]1[NH:21][C:5]1[C:4]([CH:1]2[CH2:3][CH2:2]2)=[N:9][C:8]([C:10]2[CH:15]=[CH:14][C:13]([Cl:16])=[CH:12][C:11]=2[Cl:17])=[C:7]([CH:18]2[CH2:19][CH2:20]2)[N:6]=1)=[N+:52]=[N-:53], predict the reactants needed to synthesize it. The reactants are: [CH:1]1([C:4]2[C:5]([NH:21][C@@H:22]3[C:30]4[C:25](=[CH:26][CH:27]=[CH:28][CH:29]=4)[CH2:24][C@@H:23]3O)=[N:6][C:7]([CH:18]3[CH2:20][CH2:19]3)=[C:8]([C:10]3[CH:15]=[CH:14][C:13]([Cl:16])=[CH:12][C:11]=3[Cl:17])[N:9]=2)[CH2:3][CH2:2]1.C1C=CC(P(C2C=CC=CC=2)C2C=CC=CC=2)=CC=1.[NH:51]=[N+:52]=[N-:53].CCOC(/N=N/C(OCC)=O)=O. (2) Given the product [CH2:23]([O:22][C:20](=[O:21])[NH:6][C:5]1[CH:7]=[CH:8][C:2]([CH2:1][Br:30])=[C:3]([C:9]([F:10])([F:11])[F:12])[CH:4]=1)[C:24]1[CH:29]=[CH:28][CH:27]=[CH:26][CH:25]=1, predict the reactants needed to synthesize it. The reactants are: [CH3:1][C:2]1[CH:8]=[CH:7][C:5]([NH2:6])=[CH:4][C:3]=1[C:9]([F:12])([F:11])[F:10].N1C=CC=CC=1.Cl[C:20]([O:22][CH2:23][C:24]1[CH:29]=[CH:28][CH:27]=[CH:26][CH:25]=1)=[O:21].[Br:30]N1C(=O)CCC1=O. (3) Given the product [C:37]1([C@H:2]([C@H:3]2[CH2:7][CH2:6][C@@H:5]([CH2:8][C:9]3[CH:10]=[N:11][C:12]([C:15]([N:17]4[CH2:18][CH2:19][N:20]([CH2:23][C:24]5[CH:29]=[CH:28][CH:27]=[CH:26][N:25]=5)[CH2:21][CH2:22]4)=[O:16])=[CH:13][CH:14]=3)[NH:4]2)[OH:1])[CH:42]=[CH:41][CH:40]=[CH:39][CH:38]=1, predict the reactants needed to synthesize it. The reactants are: [OH:1][C@H:2]([C:37]1[CH:42]=[CH:41][CH:40]=[CH:39][CH:38]=1)[C@H:3]1[CH2:7][CH2:6][C@@H:5]([CH2:8][C:9]2[CH:10]=[N:11][C:12]([C:15]([N:17]3[CH2:22][CH2:21][N:20]([CH2:23][C:24]4[CH:29]=[CH:28][CH:27]=[CH:26][N:25]=4)[CH2:19][CH2:18]3)=[O:16])=[CH:13][CH:14]=2)[N:4]1C(OC(C)(C)C)=O.FC(F)(F)C(O)=O. (4) Given the product [OH:11][N:9]1[CH:10]=[C:6]([C:4]([OH:5])=[O:3])[N:7]=[N:8]1, predict the reactants needed to synthesize it. The reactants are: C([O:3][C:4]([C:6]1[N:7]=[N:8][N:9]([OH:11])[CH:10]=1)=[O:5])C.CCO.O. (5) Given the product [CH2:15]([O:17][C:18]([C:20]1[C:21]2[CH2:26][CH2:27][C:28](=[O:30])[C:22]=2[NH:23][C:24]=1[CH3:25])=[O:19])[CH3:16], predict the reactants needed to synthesize it. The reactants are: O=P12OP3(OP(OP(O3)(O1)=O)(=O)O2)=O.[CH2:15]([O:17][C:18]([C:20]1[C:21]([CH2:26][CH2:27][C:28]([OH:30])=O)=[CH:22][NH:23][C:24]=1[CH3:25])=[O:19])[CH3:16]. (6) Given the product [O:26]1[CH2:27][CH2:28][O:29][C:24]2[CH:23]=[C:22]([CH2:21][NH:19][C:20]3[N:1]4[CH:6]=[CH:5][N:4]=[CH:3][C:2]4=[N:7][C:9]=3[C:10]3[CH:18]=[CH:17][C:15]([OH:16])=[C:12]([O:13][CH3:14])[CH:11]=3)[CH:31]=[CH:30][C:25]1=2, predict the reactants needed to synthesize it. The reactants are: [N:1]1[CH:6]=[CH:5][N:4]=[CH:3][C:2]=1[NH2:7].O=[CH:9][C:10]1[CH:18]=[CH:17][C:15]([OH:16])=[C:12]([O:13][CH3:14])[CH:11]=1.[N+:19]([CH2:21][C:22]1[CH:31]=[CH:30][C:25]2[O:26][CH2:27][CH2:28][O:29][C:24]=2[CH:23]=1)#[C-:20].